From a dataset of Forward reaction prediction with 1.9M reactions from USPTO patents (1976-2016). Predict the product of the given reaction. Given the reactants [F:1][C:2]1[CH:3]=[CH:4][C:5]([OH:35])=[C:6]([C:8]2[N:17]=[C:16]([NH:18][C@@H:19]3[CH2:23]B(C(OC(C)(C)C)=O)[C@@H:21](C(OC)=O)[CH2:20]3)[C:15]3[C:10](=[CH:11][CH:12]=[CH:13][CH:14]=3)[N:9]=2)[CH:7]=1.[Cl-].[NH4+:37], predict the reaction product. The product is: [F:1][C:2]1[CH:3]=[CH:4][C:5]([OH:35])=[C:6]([C:8]2[N:17]=[C:16]([NH:18][C@H:19]3[CH2:20][C@H:21]([C:5]([OH:35])([CH3:6])[CH3:4])[NH:37][CH2:23]3)[C:15]3[C:10](=[CH:11][CH:12]=[CH:13][CH:14]=3)[N:9]=2)[CH:7]=1.